Dataset: Full USPTO retrosynthesis dataset with 1.9M reactions from patents (1976-2016). Task: Predict the reactants needed to synthesize the given product. (1) Given the product [Na+:23].[Br:9][C:6]1[CH:5]=[C:4]([C:10]([N:12]2[CH2:17][CH2:16][O:15][C:14]3[CH:18]=[CH:19][N:20]=[CH:21][C:13]2=3)=[O:11])[CH:3]=[C:2]([Br:1])[C:7]=1[O-:8], predict the reactants needed to synthesize it. The reactants are: [Br:1][C:2]1[CH:3]=[C:4]([C:10]([N:12]2[CH2:17][CH2:16][O:15][C:14]3[CH:18]=[CH:19][N:20]=[CH:21][C:13]2=3)=[O:11])[CH:5]=[C:6]([Br:9])[C:7]=1[OH:8].[OH-].[Na+:23]. (2) The reactants are: Br[CH2:2][CH2:3][CH2:4][C:5]([O:7][C:8]([CH3:11])([CH3:10])[CH3:9])=[O:6].[CH3:12][O:13][C:14]1[CH:21]=[CH:20][C:17]([CH2:18][NH2:19])=[CH:16][CH:15]=1.C(=O)(O)[O-].[Na+]. Given the product [CH3:12][O:13][C:14]1[CH:21]=[CH:20][C:17]([CH2:18][NH:19][CH2:2][CH2:3][CH2:4][C:5]([O:7][C:8]([CH3:11])([CH3:10])[CH3:9])=[O:6])=[CH:16][CH:15]=1, predict the reactants needed to synthesize it. (3) Given the product [C:1]([C:3]1[CH:4]=[CH:5][C:6]([O:7][C:8]2[CH:9]=[C:10]([NH:23][C:24]([CH:26]3[CH2:27][CH2:28][N:29]([CH2:35][CH:36]4[CH2:38][CH2:37]4)[CH2:30][CH2:31]3)=[O:25])[CH:11]=[C:12]([O:14][C:15]3[CH:16]=[CH:17][C:18]([C:21]#[N:22])=[CH:19][CH:20]=3)[CH:13]=2)=[CH:32][CH:33]=1)#[N:2], predict the reactants needed to synthesize it. The reactants are: [C:1]([C:3]1[CH:33]=[CH:32][C:6]([O:7][C:8]2[CH:9]=[C:10]([NH:23][C:24]([CH:26]3[CH2:31][CH2:30][NH:29][CH2:28][CH2:27]3)=[O:25])[CH:11]=[C:12]([O:14][C:15]3[CH:20]=[CH:19][C:18]([C:21]#[N:22])=[CH:17][CH:16]=3)[CH:13]=2)=[CH:5][CH:4]=1)#[N:2].Br[CH2:35][CH:36]1[CH2:38][CH2:37]1. (4) Given the product [CH3:31][S:32]([O:19][CH2:18][C@H:17]1[O:16][C@H:15]2[C@H:11]([N:12]=[C:13]([N:20]([CH3:22])[CH3:21])[S:14]2)[C@@H:10]([O:23][CH2:24][C:25]2[CH:26]=[CH:27][CH:28]=[CH:29][CH:30]=2)[C@@H:9]1[O:8][CH2:1][C:2]1[CH:3]=[CH:4][CH:5]=[CH:6][CH:7]=1)(=[O:34])=[O:33], predict the reactants needed to synthesize it. The reactants are: [CH2:1]([O:8][C@@H:9]1[C@@H:17]([CH2:18][OH:19])[O:16][C@H:15]2[C@H:11]([N:12]=[C:13]([N:20]([CH3:22])[CH3:21])[S:14]2)[C@H:10]1[O:23][CH2:24][C:25]1[CH:30]=[CH:29][CH:28]=[CH:27][CH:26]=1)[C:2]1[CH:7]=[CH:6][CH:5]=[CH:4][CH:3]=1.[CH3:31][S:32](Cl)(=[O:34])=[O:33].C(N(CC)CC)C. (5) Given the product [CH:33]1([N:29]2[CH2:30][CH2:31][CH2:32][N:26]([C:24]([N:22]3[CH2:23][CH:20]([O:1][C:2]4[CH:3]=[N:4][C:5]([CH3:8])=[CH:6][CH:7]=4)[CH2:21]3)=[O:25])[CH2:27][CH2:28]2)[CH2:34][CH2:35][CH2:36]1, predict the reactants needed to synthesize it. The reactants are: [OH:1][C:2]1[CH:3]=[N:4][C:5]([CH3:8])=[CH:6][CH:7]=1.C([O-])([O-])=O.[K+].[K+].CS(O[CH:20]1[CH2:23][N:22]([C:24]([N:26]2[CH2:32][CH2:31][CH2:30][N:29]([CH:33]3[CH2:36][CH2:35][CH2:34]3)[CH2:28][CH2:27]2)=[O:25])[CH2:21]1)(=O)=O. (6) Given the product [CH3:21][O:20][C:19]([CH2:31][C@H:32]1[CH2:33][CH2:34][C@H:35]([C:38]2[N:42]3[CH:43]=[CH:44][N:45]=[C:46]([CH3:47])[C:41]3=[C:40]([C:7]3[CH:6]=[CH:5][C:4]([NH:18][C:19](=[O:26])[O:20][C@H:21]([CH2:23][CH2:24][CH3:25])[CH3:22])=[C:3]([O:2][CH3:1])[CH:8]=3)[N:39]=2)[CH2:36][CH2:37]1)=[O:26], predict the reactants needed to synthesize it. The reactants are: [CH3:1][O:2][C:3]1[CH:8]=[C:7](B2OC(C)(C)C(C)(C)O2)[CH:6]=[CH:5][C:4]=1[NH:18][C:19](=[O:26])[O:20][C@H:21]([CH2:23][CH2:24][CH3:25])[CH3:22].COC(=O)N[CH2:31][C@H:32]1[CH2:37][CH2:36][C@H:35]([C:38]2[N:42]3[CH:43]=[CH:44][N:45]=[C:46]([CH3:47])[C:41]3=[C:40](Br)[N:39]=2)[CH2:34][CH2:33]1. (7) Given the product [Br:1][C:2]1[CH:3]=[C:4]([N+:11]([O-:13])=[O:12])[C:5]2[C:9]([CH:10]=1)=[N:8][N:7]([CH:15]1[CH2:16][CH2:17][CH2:18][CH2:19][O:14]1)[CH:6]=2, predict the reactants needed to synthesize it. The reactants are: [Br:1][C:2]1[CH:10]=[C:9]2[C:5]([CH:6]=[N:7][NH:8]2)=[C:4]([N+:11]([O-:13])=[O:12])[CH:3]=1.[O:14]1[CH:19]=[CH:18][CH2:17][CH2:16][CH2:15]1.CC1C=CC(S(O)(=O)=O)=CC=1.N1C=CC=CC=1.C(=O)(O)[O-].[Na+].